From a dataset of Catalyst prediction with 721,799 reactions and 888 catalyst types from USPTO. Predict which catalyst facilitates the given reaction. Product: [BrH:17].[Cl:12][C:13]1[CH:14]=[C:15]([CH:18]=[CH:19][CH:20]=1)[CH2:16][N:10]1[CH:9]=[C:8]([CH3:11])[CH:7]=[C:3]([C:4]([NH2:6])=[O:5])[C:2]1=[NH:1]. Reactant: [NH2:1][C:2]1[N:10]=[CH:9][C:8]([CH3:11])=[CH:7][C:3]=1[C:4]([NH2:6])=[O:5].[Cl:12][C:13]1[CH:14]=[C:15]([CH:18]=[CH:19][CH:20]=1)[CH2:16][Br:17]. The catalyst class is: 42.